Regression. Given a peptide amino acid sequence and an MHC pseudo amino acid sequence, predict their binding affinity value. This is MHC class I binding data. From a dataset of Peptide-MHC class I binding affinity with 185,985 pairs from IEDB/IMGT. The peptide sequence is REILTKTTV. The MHC is HLA-B40:01 with pseudo-sequence HLA-B40:01. The binding affinity (normalized) is 0.852.